Dataset: Full USPTO retrosynthesis dataset with 1.9M reactions from patents (1976-2016). Task: Predict the reactants needed to synthesize the given product. (1) Given the product [Cl:34][C:25]1[C:26]([C:30]([F:31])([F:32])[F:33])=[CH:27][CH:28]=[CH:29][C:24]=1[C:23]([NH:22][C@H:10]1[C@H:11]([C:13]2[CH:18]=[C:17]([F:19])[C:16]([F:20])=[CH:15][C:14]=2[F:21])[CH2:12][NH:8][CH2:9]1)=[O:35], predict the reactants needed to synthesize it. The reactants are: C([N:8]1[CH2:12][C@@H:11]([C:13]2[CH:18]=[C:17]([F:19])[C:16]([F:20])=[CH:15][C:14]=2[F:21])[C@H:10]([NH:22][C:23](=[O:35])[C:24]2[CH:29]=[CH:28][CH:27]=[C:26]([C:30]([F:33])([F:32])[F:31])[C:25]=2[Cl:34])[CH2:9]1)C1C=CC=CC=1.C(Cl)(=O)OC(Cl)C. (2) The reactants are: [C:1]([O:4][C@H:5]1[C@H:10]2[C@@H:11](I)[C@H:7]([C@@H:8]([C:21]([O:23][CH3:24])=[O:22])[N:9]2[C@@H:13]([C:15]2[CH:20]=[CH:19][CH:18]=[CH:17][CH:16]=2)[CH3:14])[CH2:6]1)(=[O:3])[CH3:2].C(N(CC)CC)C.[H][H]. Given the product [C:1]([O:4][C@H:5]1[C@H:10]2[CH2:11][C@H:7]([C@@H:8]([C:21]([O:23][CH3:24])=[O:22])[N:9]2[C@@H:13]([C:15]2[CH:20]=[CH:19][CH:18]=[CH:17][CH:16]=2)[CH3:14])[CH2:6]1)(=[O:3])[CH3:2], predict the reactants needed to synthesize it. (3) Given the product [Cl:12][C:3]1[C:2]([CH:19]=[CH2:20])=[CH:7][N:6]=[C:5]([NH:8][C:9](=[O:11])[CH3:10])[CH:4]=1, predict the reactants needed to synthesize it. The reactants are: Br[C:2]1[C:3]([Cl:12])=[CH:4][C:5]([NH:8][C:9](=[O:11])[CH3:10])=[N:6][CH:7]=1.B1(C=C)OB([CH:19]=[CH2:20])OB(C=C)O1.C1C=CN=CC=1.C(=O)([O-])[O-].[Na+].[Na+].C1(C)C=CC=CC=1. (4) Given the product [CH3:1][O:2][C:3]([C:5]1[CH:10]=[N:9][C:8]([O:29][C@@H:27]([CH3:28])[C:26]([F:31])([F:30])[F:25])=[C:7]([C:12]2[CH:17]=[CH:16][C:15]([Cl:18])=[CH:14][CH:13]=2)[N:6]=1)=[O:4], predict the reactants needed to synthesize it. The reactants are: [CH3:1][O:2][C:3]([C:5]1[CH:10]=[N:9][C:8](Br)=[C:7]([C:12]2[CH:17]=[CH:16][C:15]([Cl:18])=[CH:14][CH:13]=2)[N:6]=1)=[O:4].C(=O)([O-])[O-].[Cs+].[Cs+].[F:25][C:26]([F:31])([F:30])[C@@H:27]([OH:29])[CH3:28].